Dataset: Forward reaction prediction with 1.9M reactions from USPTO patents (1976-2016). Task: Predict the product of the given reaction. (1) Given the reactants C1(S([O:10][C:11]2[CH:12]=[N:13][C:14]([CH2:17][S:18]([CH3:21])(=[O:20])=[O:19])=[CH:15][CH:16]=2)(=O)=O)C=CC=CC=1.[OH-].[Na+], predict the reaction product. The product is: [CH3:21][S:18]([CH2:17][C:14]1[N:13]=[CH:12][C:11]([OH:10])=[CH:16][CH:15]=1)(=[O:20])=[O:19]. (2) Given the reactants [Mg].Br[C:3]1[CH:8]=[C:7]([F:9])[CH:6]=[C:5]([F:10])[CH:4]=1.[O:11]1[C:15]2([CH2:20][CH2:19][C:18](=[O:21])[CH2:17][CH2:16]2)[O:14][CH2:13][CH2:12]1.[Cl-].[NH4+], predict the reaction product. The product is: [F:10][C:5]1[CH:4]=[C:3]([C:18]2([OH:21])[CH2:19][CH2:20][C:15]3([O:14][CH2:13][CH2:12][O:11]3)[CH2:16][CH2:17]2)[CH:8]=[C:7]([F:9])[CH:6]=1. (3) Given the reactants [CH3:1][S:2][CH2:3][CH2:4][CH2:5][OH:6].C(N(CC)CC)C.[CH3:14][S:15](Cl)(=[O:17])=[O:16].Cl, predict the reaction product. The product is: [CH3:14][S:15]([O:6][CH2:5][CH2:4][CH2:3][S:2][CH3:1])(=[O:17])=[O:16]. (4) Given the reactants [F-].C([N+](CCCC)(CCCC)CCCC)CCC.[Si]([O:26][CH2:27][CH2:28][CH2:29][CH2:30][CH2:31][CH2:32][CH2:33][C:34]1[S:35][CH:36]=[C:37]([C:39]2[CH:44]=[CH:43][C:42]([O:45][CH3:46])=[CH:41][CH:40]=2)[N:38]=1)(C(C)(C)C)(C)C, predict the reaction product. The product is: [CH3:46][O:45][C:42]1[CH:41]=[CH:40][C:39]([C:37]2[N:38]=[C:34]([CH2:33][CH2:32][CH2:31][CH2:30][CH2:29][CH2:28][CH2:27][OH:26])[S:35][CH:36]=2)=[CH:44][CH:43]=1.